This data is from Reaction yield outcomes from USPTO patents with 853,638 reactions. The task is: Predict the reaction yield, written as a fraction of the theoretical maximum amount of product (1.0 means a 100% yield; for example, 0.34 means a 34% yield). (1) The reactants are [Cl:1][C:2]1[C:3]([CH:19]([S:28]([C:31]2[CH:36]=[CH:35][C:34]([Cl:37])=[CH:33][CH:32]=2)(=[O:30])=[O:29])[C:20]2[CH:25]=[C:24]([F:26])[CH:23]=[CH:22][C:21]=2[F:27])=[CH:4][C:5]([NH:8][CH2:9][CH2:10][NH:11]C(=O)OC(C)(C)C)=[N:6][CH:7]=1.[ClH:38].CO. No catalyst specified. The product is [ClH:1].[ClH:38].[Cl:1][C:2]1[C:3]([CH:19]([S:28]([C:31]2[CH:32]=[CH:33][C:34]([Cl:37])=[CH:35][CH:36]=2)(=[O:30])=[O:29])[C:20]2[CH:25]=[C:24]([F:26])[CH:23]=[CH:22][C:21]=2[F:27])=[CH:4][C:5]([NH:8][CH2:9][CH2:10][NH2:11])=[N:6][CH:7]=1. The yield is 0.760. (2) The reactants are CO[C:3]([C:5]1[S:9][C:8](/[CH:10]=[CH:11]/[C:12]2[C:13]([CH2:18][CH2:19][CH2:20][CH3:21])=[N:14][O:15][C:16]=2[CH3:17])=[N:7][C:6]=1[CH3:22])=[O:4].[CH2:23]([CH2:25][NH2:26])[OH:24]. The catalyst is C1(C)C=CC=CC=1. The product is [OH:24][CH2:23][CH2:25][NH:26][C:3]([C:5]1[S:9][C:8](/[CH:10]=[CH:11]/[C:12]2[C:13]([CH2:18][CH2:19][CH2:20][CH3:21])=[N:14][O:15][C:16]=2[CH3:17])=[N:7][C:6]=1[CH3:22])=[O:4]. The yield is 0.180. (3) The reactants are [Cl-].O[NH3+:3].[C:4](=[O:7])([O-])[OH:5].[Na+].CS(C)=O.[CH3:13][C:14]1([CH3:48])[CH2:18][C:17]2[CH:19]=[C:20]([N:23]3[C:28](=[O:29])[C:27]([CH2:30][C:31]4[CH:36]=[CH:35][C:34]([C:37]5[C:38]([C:43]#[N:44])=[CH:39][CH:40]=[CH:41][CH:42]=5)=[CH:33][CH:32]=4)=[C:26]([CH2:45][CH2:46][CH3:47])[N:25]=[CH:24]3)[CH:21]=[CH:22][C:16]=2[O:15]1. The catalyst is C(OCC)(=O)C. The product is [CH3:13][C:14]1([CH3:48])[CH2:18][C:17]2[CH:19]=[C:20]([N:23]3[C:28](=[O:29])[C:27]([CH2:30][C:31]4[CH:36]=[CH:35][C:34]([C:37]5[CH:42]=[CH:41][CH:40]=[CH:39][C:38]=5[C:43]5[NH:3][C:4](=[O:7])[O:5][N:44]=5)=[CH:33][CH:32]=4)=[C:26]([CH2:45][CH2:46][CH3:47])[N:25]=[CH:24]3)[CH:21]=[CH:22][C:16]=2[O:15]1. The yield is 0.530.